Dataset: Reaction yield outcomes from USPTO patents with 853,638 reactions. Task: Predict the reaction yield, written as a fraction of the theoretical maximum amount of product (1.0 means a 100% yield; for example, 0.34 means a 34% yield). (1) The reactants are [NH2:1][CH2:2][C:3]1[CH:8]=[CH:7][C:6]([C:9]2[C:14]([CH3:15])=[CH:13][CH:12]=[C:11]([NH:16][C:17]([C:19]3([C:22]4[CH:30]=[CH:29][C:25]5[O:26][CH2:27][O:28][C:24]=5[CH:23]=4)[CH2:21][CH2:20]3)=[O:18])[CH:10]=2)=[CH:5][CH:4]=1.[CH2:31]([S:34](Cl)(=[O:36])=[O:35])[CH2:32][CH3:33].CCN(CC)CC. The catalyst is ClCCl. The product is [O:26]1[C:25]2[CH:29]=[CH:30][C:22]([C:19]3([C:17]([NH:16][C:11]4[CH:10]=[C:9]([C:6]5[CH:5]=[CH:4][C:3]([CH2:2][NH:1][S:34]([CH2:31][CH2:32][CH3:33])(=[O:36])=[O:35])=[CH:8][CH:7]=5)[C:14]([CH3:15])=[CH:13][CH:12]=4)=[O:18])[CH2:20][CH2:21]3)=[CH:23][C:24]=2[O:28][CH2:27]1. The yield is 0.100. (2) The reactants are [NH2:1][C@@H:2]([C@@H:5]([O:7][C:8]([CH3:11])([CH3:10])[CH3:9])[CH3:6])[CH2:3][OH:4].[F:12][C:13]1[N:18]=[C:17](F)[C:16]([F:20])=[CH:15][N:14]=1.CCN(C(C)C)C(C)C. The catalyst is C(#N)C. The product is [C:8]([O:7][C@@H:5]([CH3:6])[C@H:2]([NH:1][C:15]1[C:16]([F:20])=[CH:17][N:18]=[C:13]([F:12])[N:14]=1)[CH2:3][OH:4])([CH3:10])([CH3:9])[CH3:11]. The yield is 0.730. (3) The product is [C:1]1([S:7]([C:10]2[CH:11]=[CH:12][C:13]([CH2:16][NH2:17])=[N:14][CH:15]=2)(=[O:8])=[O:9])[CH:2]=[CH:3][CH:4]=[CH:5][CH:6]=1. The yield is 0.530. The catalyst is CO.[Ni]. The reactants are [C:1]1([S:7]([C:10]2[CH:11]=[CH:12][C:13]([C:16]#[N:17])=[N:14][CH:15]=2)(=[O:9])=[O:8])[CH:6]=[CH:5][CH:4]=[CH:3][CH:2]=1.[OH-].[NH4+].